From a dataset of Reaction yield outcomes from USPTO patents with 853,638 reactions. Predict the reaction yield, written as a fraction of the theoretical maximum amount of product (1.0 means a 100% yield; for example, 0.34 means a 34% yield). (1) The yield is 0.930. The catalyst is C(Cl)Cl. The product is [N:34]1[CH:33]=[CH:32][CH:31]=[CH:36][C:35]=1[S:37][C:9](=[O:11])[CH2:8][CH2:7][C:1]1[CH2:6][CH2:5][CH2:4][CH2:3][CH:2]=1. The reactants are [C:1]1([CH2:7][CH2:8][C:9]([OH:11])=O)[CH2:6][CH2:5][CH2:4][CH2:3][CH:2]=1.C1(P(C2C=CC=CC=2)C2C=CC=CC=2)C=CC=CC=1.[CH:31]1[CH:36]=[C:35]([S:37][S:37][C:35]2[N:34]=[CH:33][CH:32]=[CH:31][CH:36]=2)[N:34]=[CH:33][CH:32]=1. (2) The reactants are [CH3:1][N:2]([CH2:13][C:14]([OH:16])=O)[NH:3][C:4](=[O:12])[NH:5][CH2:6][C:7]1[S:8][CH:9]=[CH:10][CH:11]=1.[NH2:17][C@@H:18]([CH2:42][C:43]1[CH:48]=[CH:47][C:46]([O:49][C:50]([CH3:53])([CH3:52])[CH3:51])=[CH:45][CH:44]=1)[C:19]([N:21]([C@@H:33]([CH3:41])[CH:34]([O:38][CH2:39][CH3:40])[O:35][CH2:36][CH3:37])[CH2:22][C:23]1[CH:24]=[CH:25][CH:26]=[C:27]2[C:32]=1[N:31]=[CH:30][CH:29]=[CH:28]2)=[O:20]. No catalyst specified. The product is [C:50]([O:49][C:46]1[CH:47]=[CH:48][C:43]([CH2:42][C@H:18]([NH:17][C:14](=[O:16])[CH2:13][N:2]([CH3:1])[NH:3][C:4]([NH:5][CH2:6][C:7]2[S:8][CH:9]=[CH:10][CH:11]=2)=[O:12])[C:19]([N:21]([C@@H:33]([CH3:41])[CH:34]([O:38][CH2:39][CH3:40])[O:35][CH2:36][CH3:37])[CH2:22][C:23]2[CH:24]=[CH:25][CH:26]=[C:27]3[C:32]=2[N:31]=[CH:30][CH:29]=[CH:28]3)=[O:20])=[CH:44][CH:45]=1)([CH3:53])([CH3:51])[CH3:52]. The yield is 0.230. (3) The reactants are C(OC(=O)[N:7]([CH2:23][CH2:24][NH:25][C:26]1[CH:31]=[CH:30][CH:29]=[CH:28][C:27]=1[NH:32][S:33]([CH3:36])(=[O:35])=[O:34])[CH2:8][C:9]1[CH:14]=[CH:13][CH:12]=[C:11]([C:15]([N:17]2[CH2:22][CH2:21][CH2:20][CH2:19][CH2:18]2)=[O:16])[CH:10]=1)(C)(C)C.C(OC(=O)N(CCNC1C=CC=CC=1N)CC1C=CC=C(C(N2CCCCC2)=O)C=1)(C)(C)C.CCN(CC)CC.CS(Cl)(=O)=O.[NH4+].[Cl-]. The catalyst is C(Cl)Cl.O. The product is [N:17]1([C:15]([C:11]2[CH:10]=[C:9]([CH:14]=[CH:13][CH:12]=2)[CH2:8][NH:7][CH2:23][CH2:24][NH:25][C:26]2[CH:31]=[CH:30][CH:29]=[CH:28][C:27]=2[NH:32][S:33]([CH3:36])(=[O:35])=[O:34])=[O:16])[CH2:22][CH2:21][CH2:20][CH2:19][CH2:18]1. The yield is 0.510.